This data is from NCI-60 drug combinations with 297,098 pairs across 59 cell lines. The task is: Regression. Given two drug SMILES strings and cell line genomic features, predict the synergy score measuring deviation from expected non-interaction effect. (1) Drug 1: C1=CC(=C2C(=C1NCCNCCO)C(=O)C3=C(C=CC(=C3C2=O)O)O)NCCNCCO. Drug 2: C1C(C(OC1N2C=C(C(=O)NC2=O)F)CO)O. Cell line: HCC-2998. Synergy scores: CSS=49.6, Synergy_ZIP=-10.4, Synergy_Bliss=-14.1, Synergy_Loewe=-3.62, Synergy_HSA=-3.39. (2) Drug 1: CC1=C2C(C(=O)C3(C(CC4C(C3C(C(C2(C)C)(CC1OC(=O)C(C(C5=CC=CC=C5)NC(=O)OC(C)(C)C)O)O)OC(=O)C6=CC=CC=C6)(CO4)OC(=O)C)O)C)O. Drug 2: C(CN)CNCCSP(=O)(O)O. Cell line: SW-620. Synergy scores: CSS=8.58, Synergy_ZIP=-7.24, Synergy_Bliss=-5.02, Synergy_Loewe=-9.24, Synergy_HSA=-9.24. (3) Drug 1: CC1C(C(CC(O1)OC2CC(CC3=C2C(=C4C(=C3O)C(=O)C5=C(C4=O)C(=CC=C5)OC)O)(C(=O)C)O)N)O.Cl. Drug 2: C1CCC(C(C1)N)N.C(=O)(C(=O)[O-])[O-].[Pt+4]. Cell line: OVCAR-4. Synergy scores: CSS=7.83, Synergy_ZIP=-3.46, Synergy_Bliss=-3.03, Synergy_Loewe=-2.68, Synergy_HSA=-1.24. (4) Drug 1: CCCS(=O)(=O)NC1=C(C(=C(C=C1)F)C(=O)C2=CNC3=C2C=C(C=N3)C4=CC=C(C=C4)Cl)F. Drug 2: C1=NC2=C(N1)C(=S)N=C(N2)N. Cell line: SR. Synergy scores: CSS=53.2, Synergy_ZIP=-1.57, Synergy_Bliss=-1.90, Synergy_Loewe=-14.3, Synergy_HSA=-0.322. (5) Drug 1: CC1=C(C=C(C=C1)NC2=NC=CC(=N2)N(C)C3=CC4=NN(C(=C4C=C3)C)C)S(=O)(=O)N.Cl. Drug 2: C1=CC(=C2C(=C1NCCNCCO)C(=O)C3=C(C=CC(=C3C2=O)O)O)NCCNCCO. Cell line: SN12C. Synergy scores: CSS=51.5, Synergy_ZIP=5.81, Synergy_Bliss=5.03, Synergy_Loewe=-7.45, Synergy_HSA=6.05. (6) Drug 1: CN(C)C1=NC(=NC(=N1)N(C)C)N(C)C. Drug 2: CCC1(CC2CC(C3=C(CCN(C2)C1)C4=CC=CC=C4N3)(C5=C(C=C6C(=C5)C78CCN9C7C(C=CC9)(C(C(C8N6C)(C(=O)OC)O)OC(=O)C)CC)OC)C(=O)OC)O.OS(=O)(=O)O. Cell line: HT29. Synergy scores: CSS=47.2, Synergy_ZIP=4.14, Synergy_Bliss=8.25, Synergy_Loewe=-52.8, Synergy_HSA=3.86. (7) Drug 1: C1CN(CCN1C(=O)CCBr)C(=O)CCBr. Drug 2: CC1C(C(CC(O1)OC2CC(CC3=C2C(=C4C(=C3O)C(=O)C5=CC=CC=C5C4=O)O)(C(=O)C)O)N)O. Cell line: ACHN. Synergy scores: CSS=52.9, Synergy_ZIP=-10.9, Synergy_Bliss=-9.31, Synergy_Loewe=-6.94, Synergy_HSA=-5.07.